Dataset: Forward reaction prediction with 1.9M reactions from USPTO patents (1976-2016). Task: Predict the product of the given reaction. Given the reactants C([O:3][C:4](=O)[C:5]1[CH:10]=[CH:9][C:8]([NH:11][C:12]([NH:14][C:15]2[N:16]([CH3:24])[N:17]=[C:18]([C:20]([CH3:23])([CH3:22])[CH3:21])[CH:19]=2)=[O:13])=[CH:7][CH:6]=1)C.CC(C[AlH]CC(C)C)C.C(OCC)(=O)C.C(C(C(C([O-])=O)O)O)([O-])=O.[Na+].[Na+], predict the reaction product. The product is: [C:20]([C:18]1[CH:19]=[C:15]([NH:14][C:12]([NH:11][C:8]2[CH:7]=[CH:6][C:5]([CH2:4][OH:3])=[CH:10][CH:9]=2)=[O:13])[N:16]([CH3:24])[N:17]=1)([CH3:23])([CH3:21])[CH3:22].